From a dataset of Full USPTO retrosynthesis dataset with 1.9M reactions from patents (1976-2016). Predict the reactants needed to synthesize the given product. (1) Given the product [Br:1][C:2]1[CH:10]=[C:9]2[C:5]([CH:6]=[N:7][NH:8]2)=[CH:4][CH:3]=1, predict the reactants needed to synthesize it. The reactants are: [Br:1][C:2]1[CH:10]=[C:9]2[C:5]([CH:6]=[N:7][N:8]2C(=O)C)=[CH:4][CH:3]=1.[OH-].[Na+]. (2) Given the product [Cl:1][CH2:2][C:3]1[C:4]([C:5]([O:7][CH2:8][CH3:9])=[O:6])=[C:10]([CH3:14])[CH:11]=[CH:12][N+:13]=1[O-:20], predict the reactants needed to synthesize it. The reactants are: [Cl:1][CH2:2][C:3]1[N:13]=[CH:12][CH:11]=[C:10]([CH3:14])[C:4]=1[C:5]([O:7][CH2:8][CH3:9])=[O:6].ClC1C=C(C=CC=1)C(OO)=[O:20]. (3) Given the product [Cl:49][C:52]1[CH:53]=[C:54]([C:55]2[CH:11]=[C:10]([CH2:9][NH:8][C:6](=[O:7])[C:5]3[CH:12]=[CH:13][C:14]([N:15]4[CH:19]=[C:18]([CH3:20])[N:17]=[CH:16]4)=[C:3]([O:2][CH3:1])[CH:4]=3)[O:41][N:32]=2)[CH:58]=[CH:59][CH:60]=1.[N:32]1([OH:41])[C:36]2[CH:37]=[CH:38][CH:39]=[CH:40][C:35]=2[N:34]=[N:33]1, predict the reactants needed to synthesize it. The reactants are: [CH3:1][O:2][C:3]1[CH:4]=[C:5]([CH:12]=[CH:13][C:14]=1[N:15]1[CH:19]=[C:18]([CH3:20])[N:17]=[CH:16]1)[C:6]([NH:8][CH2:9][C:10]#[CH:11])=[O:7].N1C=CC=CC=1.F[B-](F)(F)F.[N:32]1([O:41]C(N(C)C)=[N+](C)C)[C:36]2[CH:37]=[CH:38][CH:39]=[CH:40][C:35]=2[N:34]=[N:33]1.[ClH:49].CO[C:52]1[CH:53]=[C:54]([CH:58]=[CH:59][C:60]=1N1C=C(C)N=C1)[C:55](O)=O.C(N)C#C. (4) Given the product [C:1]1([S:7]([N:10]2[C:18]3[C:13](=[CH:14][C:15]([S:19][CH3:20])=[CH:16][CH:17]=3)[CH:12]=[C:11]2[CH:21]([C:23]2[O:27][C:26]([C:28]([O:30][CH2:31][CH3:32])=[O:29])=[CH:25][CH:24]=2)[OH:22])(=[O:9])=[O:8])[CH:2]=[CH:3][CH:4]=[CH:5][CH:6]=1, predict the reactants needed to synthesize it. The reactants are: [C:1]1([S:7]([N:10]2[C:18]3[C:13](=[CH:14][C:15]([S:19][CH3:20])=[CH:16][CH:17]=3)[CH:12]=[CH:11]2)(=[O:9])=[O:8])[CH:6]=[CH:5][CH:4]=[CH:3][CH:2]=1.[CH:21]([C:23]1[O:27][C:26]([C:28]([O:30][CH2:31][CH3:32])=[O:29])=[CH:25][CH:24]=1)=[O:22].[Cl-].[NH4+]. (5) Given the product [C:1]([O:5][C:6]([N:8]1[CH2:12][CH2:11][CH:10]([C:13](=[O:15])[N:18]([O:19][CH3:20])[CH3:17])[CH2:9]1)=[O:7])([CH3:2])([CH3:3])[CH3:4], predict the reactants needed to synthesize it. The reactants are: [C:1]([O:5][C:6]([N:8]1[CH2:12][CH2:11][CH:10]([C:13]([OH:15])=O)[CH2:9]1)=[O:7])([CH3:4])([CH3:3])[CH3:2].Cl.[CH3:17][NH:18][O:19][CH3:20].Cl.CN(C)CCCN=C=NCC.ON1C2C=CC=CC=2N=N1.C(N(C(C)C)CC)(C)C. (6) The reactants are: [CH3:1][O:2][C:3]([C:5]1[CH:6]=[C:7]2[C:12](=[CH:13][CH:14]=1)[NH:11][CH:10]([C:15]1[CH:20]=[C:19]([F:21])[CH:18]=[C:17](Br)[CH:16]=1)[C:9]([CH3:24])([CH3:23])[CH2:8]2)=[O:4].[NH:25]1[CH2:29][CH2:28][CH2:27][C:26]1=[O:30].N1CCC[C@H:32]1C(O)=O.[OH-].[K+].[Cl-].[NH4+]. Given the product [CH2:1]([O:2][C:3]([C:5]1[CH:6]=[C:7]2[C:12](=[CH:13][CH:14]=1)[NH:11][CH:10]([C:15]1[CH:16]=[C:17]([N:25]3[CH2:29][CH2:28][CH2:27][C:26]3=[O:30])[CH:18]=[C:19]([F:21])[CH:20]=1)[C:9]([CH3:24])([CH3:23])[CH2:8]2)=[O:4])[CH3:32], predict the reactants needed to synthesize it.